Dataset: Forward reaction prediction with 1.9M reactions from USPTO patents (1976-2016). Task: Predict the product of the given reaction. (1) Given the reactants [BH4-].[Na+].C(O)C.C1COCC1.[Br:11][C:12]1[CH:13]=[C:14]([CH:17]=[C:18]([O:20][CH3:21])[CH:19]=1)[CH:15]=[O:16], predict the reaction product. The product is: [Br:11][C:12]1[CH:13]=[C:14]([CH2:15][OH:16])[CH:17]=[C:18]([O:20][CH3:21])[CH:19]=1. (2) Given the reactants [Cl:1][C:2]1[C:7]([C:8](=O)[CH3:9])=[C:6](Cl)[N:5]=[CH:4][N:3]=1.C(N(CC)CC)C.O.[NH2:20][NH2:21], predict the reaction product. The product is: [Cl:1][C:2]1[N:3]=[CH:4][N:5]=[C:6]2[NH:20][N:21]=[C:8]([CH3:9])[C:7]=12. (3) Given the reactants B(Br)(Br)Br.[Br:5][CH2:6][CH2:7][O:8][C:9]1[CH:14]=[CH:13][C:12]([C:15]([C:17]2[CH:22]=[CH:21][C:20]([O:23]C)=[CH:19][CH:18]=2)=[O:16])=[CH:11][C:10]=1[F:25], predict the reaction product. The product is: [Br:5][CH2:6][CH2:7][O:8][C:9]1[CH:14]=[CH:13][C:12]([C:15]([C:17]2[CH:22]=[CH:21][C:20]([OH:23])=[CH:19][CH:18]=2)=[O:16])=[CH:11][C:10]=1[F:25]. (4) Given the reactants Br[C:2]1[CH:3]=[N:4][CH:5]=[C:6]2[C:11]=1[N:10]=[C:9]([C:12]([NH2:14])=[O:13])[CH:8]=[CH:7]2.[CH3:15][N:16]([CH3:26])[C:17]1[CH:22]=[C:21](B(O)O)[CH:20]=[CH:19][N:18]=1.C(=O)([O-])[O-].[Cs+].[Cs+], predict the reaction product. The product is: [CH3:15][N:16]([CH3:26])[C:17]1[CH:22]=[C:21]([C:2]2[CH:3]=[N:4][CH:5]=[C:6]3[C:11]=2[N:10]=[C:9]([C:12]([NH2:14])=[O:13])[CH:8]=[CH:7]3)[CH:20]=[CH:19][N:18]=1. (5) Given the reactants Cl.[NH2:2][CH:3]([C:9]([O:11][CH2:12][CH3:13])=[O:10])[C:4]([O:6][CH2:7][CH3:8])=[O:5].C([N:16]([CH2:19][CH3:20])CC)C.[C:21](OCC)(=O)[CH3:22].[CH2:27](O)C, predict the reaction product. The product is: [C:19]([C:20]([CH2:21][CH3:22])=[CH:27][NH:2][CH:3]([C:4]([O:6][CH2:7][CH3:8])=[O:5])[C:9]([O:11][CH2:12][CH3:13])=[O:10])#[N:16]. (6) Given the reactants [O:1]1[C:10]2[CH:9]=[C:8]([CH2:11][N:12]([CH:20]3[CH2:29][CH2:28][C:27]4[C:22](=[CH:23][CH:24]=[C:25]([N:30]=C(C5C=CC=CC=5)C5C=CC=CC=5)[CH:26]=4)[CH2:21]3)[C:13](=[O:19])[O:14][C:15]([CH3:18])([CH3:17])[CH3:16])[N:7]=[CH:6][C:5]=2[O:4][CH2:3][CH2:2]1, predict the reaction product. The product is: [NH2:30][C:25]1[CH:26]=[C:27]2[C:22](=[CH:23][CH:24]=1)[CH2:21][CH:20]([N:12]([CH2:11][C:8]1[N:7]=[CH:6][C:5]3[O:4][CH2:3][CH2:2][O:1][C:10]=3[CH:9]=1)[C:13](=[O:19])[O:14][C:15]([CH3:17])([CH3:18])[CH3:16])[CH2:29][CH2:28]2. (7) Given the reactants C1N=CN(C(N2C=NC=C2)=O)C=1.[CH2:13]([N:15]1[C:23]2[C:18](=[CH:19][C:20]([C:24]([OH:26])=O)=[CH:21][CH:22]=2)[C:17]([CH3:27])=[N:16]1)[CH3:14].[CH2:28]([O:30][C:31](=[O:36])[CH2:32]C(O)=O)[CH3:29].C(N(CC)CC)C.[Mg+2].[Cl-].[Cl-].C(OC(=O)CC([O-])=O)C.[K+], predict the reaction product. The product is: [CH2:13]([N:15]1[C:23]2[C:18](=[CH:19][C:20]([C:24](=[O:26])[CH2:32][C:31]([O:30][CH2:28][CH3:29])=[O:36])=[CH:21][CH:22]=2)[C:17]([CH3:27])=[N:16]1)[CH3:14]. (8) Given the reactants CN(C(ON1N=NC2C=CC=CC1=2)=[N+](C)C)C.F[P-](F)(F)(F)(F)F.[Cl:25][C:26]1[CH:51]=[CH:50][C:29]2[N:30]3[C:34]([CH2:35][NH:36][CH2:37][C:28]=2[CH:27]=1)=[N:33][N:32]=[C:31]3[CH:38]1[CH2:43][CH2:42][N:41]([C:44]2[CH:49]=[CH:48][CH:47]=[CH:46][N:45]=2)[CH2:40][CH2:39]1.C(N(CC)CC)C.[CH3:59][N:60]([CH2:62][C:63](O)=[O:64])[CH3:61], predict the reaction product. The product is: [Cl:25][C:26]1[CH:51]=[CH:50][C:29]2[N:30]3[C:34]([CH2:35][N:36]([C:63](=[O:64])[CH2:62][N:60]([CH3:61])[CH3:59])[CH2:37][C:28]=2[CH:27]=1)=[N:33][N:32]=[C:31]3[CH:38]1[CH2:39][CH2:40][N:41]([C:44]2[CH:49]=[CH:48][CH:47]=[CH:46][N:45]=2)[CH2:42][CH2:43]1. (9) Given the reactants [NH2:1][CH2:2][C:3]([CH3:6])([SH:5])[CH3:4].[C:7]1(=O)[O:12][C:10](=[O:11])[C:9]2=[CH:13][CH:14]=[CH:15][CH:16]=[C:8]12, predict the reaction product. The product is: [CH3:4][C:3]([SH:5])([CH3:6])[CH2:2][N:1]1[C:10](=[O:11])[C:9]2[C:8](=[CH:16][CH:15]=[CH:14][CH:13]=2)[C:7]1=[O:12]. (10) Given the reactants Br[C:2]1[CH:7]=[C:6]([Cl:8])[CH:5]=[CH:4][C:3]=1[N:9]1[CH:13]=[CH:12][CH:11]=[CH:10]1.C([Li])CCC.[CH3:19][O:20][C:21]1[CH:22]=[C:23]([CH:26]=[CH:27][CH:28]=1)[CH:24]=[O:25].C(OCC)(=O)C, predict the reaction product. The product is: [Cl:8][C:6]1[CH:5]=[CH:4][C:3]([N:9]2[CH:13]=[CH:12][CH:11]=[CH:10]2)=[C:2]([CH:24]([C:23]2[CH:26]=[CH:27][CH:28]=[C:21]([O:20][CH3:19])[CH:22]=2)[OH:25])[CH:7]=1.